Dataset: Peptide-MHC class I binding affinity with 185,985 pairs from IEDB/IMGT. Task: Regression. Given a peptide amino acid sequence and an MHC pseudo amino acid sequence, predict their binding affinity value. This is MHC class I binding data. (1) The peptide sequence is SPATLLLVL. The MHC is HLA-B07:02 with pseudo-sequence HLA-B07:02. The binding affinity (normalized) is 0.787. (2) The peptide sequence is SESRLVNQI. The MHC is Mamu-B01 with pseudo-sequence Mamu-B01. The binding affinity (normalized) is 0.120.